Dataset: Forward reaction prediction with 1.9M reactions from USPTO patents (1976-2016). Task: Predict the product of the given reaction. (1) Given the reactants [CH:1]([NH:4][C:5]1[C:14]2[C:9](=[C:10]([NH2:15])[CH:11]=[CH:12][CH:13]=2)[N:8]=[CH:7][N:6]=1)([CH3:3])[CH3:2].[F:16][CH:17]([F:34])[C:18]1[N:26]=[CH:25][C:24]([CH2:27][NH:28][C:29](=[O:33])[CH:30]([CH3:32])[CH3:31])=[CH:23][C:19]=1[C:20](O)=[O:21].C(Cl)(=O)C(Cl)=O.CCN(C(C)C)C(C)C, predict the reaction product. The product is: [F:34][CH:17]([F:16])[C:18]1[N:26]=[CH:25][C:24]([CH2:27][NH:28][C:29](=[O:33])[CH:30]([CH3:31])[CH3:32])=[CH:23][C:19]=1[C:20]([NH:15][C:10]1[CH:11]=[CH:12][CH:13]=[C:14]2[C:9]=1[N:8]=[CH:7][N:6]=[C:5]2[NH:4][CH:1]([CH3:3])[CH3:2])=[O:21]. (2) Given the reactants [F:1][C:2]1[CH:7]=[CH:6][C:5]([NH:8][C:9]([CH:11]2[CH2:16][CH2:15][CH2:14][CH2:13][CH2:12]2)=[O:10])=[CH:4][C:3]=1[N+:17]([O-:19])=[O:18].[CH3:20][Si]([N-][Si](C)(C)C)(C)C.[Na+].IC, predict the reaction product. The product is: [F:1][C:2]1[CH:7]=[CH:6][C:5]([N:8]([CH3:20])[C:9]([CH:11]2[CH2:16][CH2:15][CH2:14][CH2:13][CH2:12]2)=[O:10])=[CH:4][C:3]=1[N+:17]([O-:19])=[O:18]. (3) The product is: [CH3:1][O:2][C:3](=[O:21])[CH2:4][CH2:5][C:6]1[CH:20]=[CH:19][C:9]([C:10]([NH:12][CH2:13][C@@H:14]([C:16]([O:18][C:6]([CH3:20])([CH3:7])[CH3:5])=[O:17])[NH2:15])=[O:11])=[CH:8][CH:7]=1. Given the reactants [CH3:1][O:2][C:3](=[O:21])[CH2:4][CH2:5][C:6]1[CH:20]=[CH:19][C:9]([C:10]([NH:12][CH2:13][C@@H:14]([C:16]([O-:18])=[O:17])[NH2:15])=[O:11])=[CH:8][CH:7]=1, predict the reaction product. (4) Given the reactants Cl[C:2]1[N:3]=[C:4]([N:24]2[CH2:29][CH2:28][O:27][CH2:26][CH2:25]2)[C:5]2[S:10][C:9]([CH2:11][N:12]3[CH2:17][CH2:16][N:15]([C:18]([CH3:23])([CH3:22])[C:19]([NH2:21])=[O:20])[CH2:14][CH2:13]3)=[CH:8][C:6]=2[N:7]=1.[CH3:30][C:31]1[NH:32][C:33]2[CH:39]=[CH:38][CH:37]=[CH:36][C:34]=2[N:35]=1, predict the reaction product. The product is: [CH3:22][C:18]([N:15]1[CH2:16][CH2:17][N:12]([CH2:11][C:9]2[S:10][C:5]3[C:4]([N:24]4[CH2:29][CH2:28][O:27][CH2:26][CH2:25]4)=[N:3][C:2]([N:32]4[C:33]5[CH:39]=[CH:38][CH:37]=[CH:36][C:34]=5[N:35]=[C:31]4[CH3:30])=[N:7][C:6]=3[CH:8]=2)[CH2:13][CH2:14]1)([CH3:23])[C:19]([NH2:21])=[O:20].